The task is: Predict which catalyst facilitates the given reaction.. This data is from Catalyst prediction with 721,799 reactions and 888 catalyst types from USPTO. (1) Reactant: [Br:1][C:2]1[N:6]2[N:7]=[C:8](Cl)[CH:9]=[CH:10][C:5]2=[N:4][CH:3]=1.[C:12]1([CH2:18][CH2:19][CH2:20][NH2:21])[CH:17]=[CH:16][CH:15]=[CH:14][CH:13]=1. Product: [Br:1][C:2]1[N:6]2[N:7]=[C:8]([NH:21][CH2:20][CH2:19][CH2:18][C:12]3[CH:17]=[CH:16][CH:15]=[CH:14][CH:13]=3)[CH:9]=[CH:10][C:5]2=[N:4][CH:3]=1. The catalyst class is: 259. (2) Reactant: [CH2:1]([C:3]1[CH:8]=[CH:7][CH:6]=[C:5]([CH2:9][CH3:10])[C:4]=1[C:11]1[N:16]=[C:15]([O:17][CH3:18])[C:14]([C:19]([CH2:23][CH2:24][CH3:25])=[CH:20][CH2:21][CH3:22])=[C:13]([CH3:26])[N:12]=1)[CH3:2]. Product: [CH2:9]([C:5]1[CH:6]=[CH:7][CH:8]=[C:3]([CH2:1][CH3:2])[C:4]=1[C:11]1[N:16]=[C:15]([O:17][CH3:18])[C:14]([CH:19]([CH2:20][CH2:21][CH3:22])[CH2:23][CH2:24][CH3:25])=[C:13]([CH3:26])[N:12]=1)[CH3:10]. The catalyst class is: 19. (3) Reactant: [Cl:1][C:2]1[CH:25]=[CH:24][CH:23]=[CH:22][C:3]=1[CH2:4][CH:5]1[CH2:10][CH2:9][CH:8]([CH2:11][O:12][C:13]2[CH:20]=[CH:19][CH:18]=[C:17](F)[C:14]=2[C:15]#[N:16])[CH2:7][CH2:6]1.C(=O)(O)O.[NH2:30][C:31]([NH2:33])=[NH:32]. Product: [Cl:1][C:2]1[CH:25]=[CH:24][CH:23]=[CH:22][C:3]=1[CH2:4][CH:5]1[CH2:6][CH2:7][CH:8]([CH2:11][O:12][C:13]2[CH:20]=[CH:19][CH:18]=[C:17]3[C:14]=2[C:15]([NH2:16])=[N:32][C:31]([NH2:33])=[N:30]3)[CH2:9][CH2:10]1. The catalyst class is: 44. (4) Reactant: Br[C:2]1[N:6]([CH3:7])[C:5]([CH3:8])=[N:4][CH:3]=1.C([Mg]Br)C.CON(C)[C:16](=[O:23])[C:17]1[CH:22]=[CH:21][CH:20]=[CH:19][CH:18]=1.Cl. Product: [CH3:7][N:6]1[C:2]([C:16]([C:17]2[CH:22]=[CH:21][CH:20]=[CH:19][CH:18]=2)=[O:23])=[CH:3][N:4]=[C:5]1[CH3:8]. The catalyst class is: 46. (5) Reactant: C(OC(=O)[NH:7][CH2:8][C:9]1[O:13][N:12]=[C:11]([C:14]([F:17])([F:16])[F:15])[N:10]=1)(C)(C)C.[ClH:19]. Product: [ClH:19].[F:17][C:14]([F:15])([F:16])[C:11]1[N:10]=[C:9]([CH2:8][NH2:7])[O:13][N:12]=1. The catalyst class is: 684. (6) Reactant: C([NH:5][S:6]([C:9]1[S:13][C:12]([NH:14][C:15](=[O:17])[CH3:16])=[N:11][C:10]=1[CH3:18])(=[O:8])=[O:7])(C)(C)C. Product: [NH2:5][S:6]([C:9]1[S:13][C:12]([NH:14][C:15](=[O:17])[CH3:16])=[N:11][C:10]=1[CH3:18])(=[O:7])=[O:8]. The catalyst class is: 67.